This data is from Full USPTO retrosynthesis dataset with 1.9M reactions from patents (1976-2016). The task is: Predict the reactants needed to synthesize the given product. (1) Given the product [C:22]1([S:28]([NH:31][C:1]([C:4]2[CH:5]=[CH:6][C:7]3[N:11]=[C:10]([CH3:12])[N:9]([CH2:13][C:14]4[CH:19]=[CH:18][CH:17]=[CH:16][C:15]=4[Cl:20])[C:8]=3[CH:21]=2)=[O:3])(=[O:30])=[O:29])[CH:27]=[CH:26][CH:25]=[CH:24][CH:23]=1, predict the reactants needed to synthesize it. The reactants are: [C:1]([C:4]1[CH:5]=[CH:6][C:7]2[N:11]=[C:10]([CH3:12])[N:9]([CH2:13][C:14]3[CH:19]=[CH:18][CH:17]=[CH:16][C:15]=3[Cl:20])[C:8]=2[CH:21]=1)([OH:3])=O.[C:22]1([S:28]([NH2:31])(=[O:30])=[O:29])[CH:27]=[CH:26][CH:25]=[CH:24][CH:23]=1.C1(C2CCCCCCCCCC=2)CCCCCCCCNN=1. (2) Given the product [CH:25]1([CH2:24][O:23][C:14]2[CH:15]=[C:16]([CH:21]=[CH:22][C:13]=2[NH:8][S:9]([CH3:12])(=[O:11])=[O:10])[C:17]([O:19][CH3:20])=[O:18])[CH2:26][CH2:27]1, predict the reactants needed to synthesize it. The reactants are: C(OC([N:8]([C:13]1[CH:22]=[CH:21][C:16]([C:17]([O:19][CH3:20])=[O:18])=[CH:15][C:14]=1[O:23][CH2:24][CH:25]1[CH2:27][CH2:26]1)[S:9]([CH3:12])(=[O:11])=[O:10])=O)(C)(C)C.Cl.O1CCOCC1. (3) Given the product [F:1][C:2]1[CH:3]=[CH:4][C:5]([C:8]2[C:9](=[O:10])[N:11]3[CH2:15][CH:14]([N:16]4[CH2:17][CH2:18][O:19][CH2:20][CH2:21]4)[CH2:13][N:12]3[C:22]=2[C:24]2[CH:29]=[CH:28][N:27]=[C:26]([O:30][C:31]3[CH:32]=[CH:33][CH:34]=[CH:35][CH:36]=3)[N:25]=2)=[CH:6][CH:7]=1, predict the reactants needed to synthesize it. The reactants are: [F:1][C:2]1[CH:7]=[CH:6][C:5]([CH2:8][C:9]([N:11]2[CH2:15][CH:14]([N:16]3[CH2:21][CH2:20][O:19][CH2:18][CH2:17]3)[CH2:13][N:12]2[C:22]([C:24]2[CH:29]=[CH:28][N:27]=[C:26]([O:30][C:31]3[CH:36]=[CH:35][CH:34]=[CH:33][CH:32]=3)[N:25]=2)=O)=[O:10])=[CH:4][CH:3]=1.[H-].[Na+]. (4) Given the product [C:19]1([CH:27]([OH:88])[CH:28]=[CH2:29])[CH:20]=[CH:21][CH:22]=[CH:23][CH:18]=1, predict the reactants needed to synthesize it. The reactants are: CC(C1C(OC)=C(C(C)(C)C)C=C(P(C2C=C(C(C)(C)C)C(OC)=C(C(C)(C)C)C=2)[C:18]2[CH:23]=[CH:22][C:21]3OCO[C:20]=3[C:19]=2[C:27]2C3OCOC=3C=[CH:29][C:28]=2P(C2C=C(C(C)(C)C)C(OC)=C(C(C)(C)C)C=2)C2C=C(C(C)(C)C)C(OC)=C(C(C)(C)C)C=2)C=1)(C)C.[F-].C([O:88][SiH](OCC)OCC)C.C(=O)C1C=CC=CC=1.C([Si](OC)(OC)OC)=C.[F-].C([N+](CCCC)(CCCC)CCCC)CCC.